Dataset: Full USPTO retrosynthesis dataset with 1.9M reactions from patents (1976-2016). Task: Predict the reactants needed to synthesize the given product. (1) Given the product [Br:1][C:2]1[N:7]=[C:6]([C@@:8]([NH:15][S@@:16]([C:18]([CH3:20])([CH3:19])[CH3:21])=[O:17])([CH2:12][CH:13]=[O:14])[CH:9]([F:11])[F:10])[C:5]([F:22])=[CH:4][CH:3]=1, predict the reactants needed to synthesize it. The reactants are: [Br:1][C:2]1[N:7]=[C:6]([C@:8]([NH:15][S@@:16]([C:18]([CH3:21])([CH3:20])[CH3:19])=[O:17])([CH2:12][CH2:13][OH:14])[CH:9]([F:11])[F:10])[C:5]([F:22])=[CH:4][CH:3]=1.BrC1N=C([C@@](N[S@@](C(C)(C)C)=O)(CCO)C(F)F)C(F)=CC=1.CC(OI1(OC(C)=O)(OC(C)=O)OC(=O)C2C=CC=CC1=2)=O.BrC1N=C([C@](N[S@@](C(C)(C)C)=O)(CC=O)C(F)F)C(F)=CC=1. (2) The reactants are: [Br:1][C:2]1[CH:3]=[CH:4][C:5]([O:11][CH3:12])=[C:6]([C:8](=[O:10])[CH3:9])[CH:7]=1.[H-].[Na+].C(O)(=O)CC(CC(O)=O)(C(O)=O)O.[C:28](=O)([O:31]C)[O:29][CH3:30]. Given the product [CH3:30][O:29][C:28](=[O:31])[CH2:9][C:8]([C:6]1[CH:7]=[C:2]([Br:1])[CH:3]=[CH:4][C:5]=1[O:11][CH3:12])=[O:10], predict the reactants needed to synthesize it.